From a dataset of NCI-60 drug combinations with 297,098 pairs across 59 cell lines. Regression. Given two drug SMILES strings and cell line genomic features, predict the synergy score measuring deviation from expected non-interaction effect. (1) Drug 1: CC1C(C(CC(O1)OC2CC(CC3=C2C(=C4C(=C3O)C(=O)C5=C(C4=O)C(=CC=C5)OC)O)(C(=O)CO)O)N)O.Cl. Synergy scores: CSS=-2.90, Synergy_ZIP=8.65, Synergy_Bliss=3.05, Synergy_Loewe=1.41, Synergy_HSA=-0.644. Drug 2: COC1=C2C(=CC3=C1OC=C3)C=CC(=O)O2. Cell line: MALME-3M. (2) Drug 1: C1C(C(OC1N2C=C(C(=O)NC2=O)F)CO)O. Drug 2: CC(C)(C#N)C1=CC(=CC(=C1)CN2C=NC=N2)C(C)(C)C#N. Cell line: HCT-15. Synergy scores: CSS=17.5, Synergy_ZIP=1.26, Synergy_Bliss=11.4, Synergy_Loewe=-5.55, Synergy_HSA=-3.69. (3) Drug 1: CNC(=O)C1=NC=CC(=C1)OC2=CC=C(C=C2)NC(=O)NC3=CC(=C(C=C3)Cl)C(F)(F)F. Drug 2: C1CN(CCN1C(=O)CCBr)C(=O)CCBr. Cell line: HCC-2998. Synergy scores: CSS=0.350, Synergy_ZIP=-0.947, Synergy_Bliss=-9.83, Synergy_Loewe=-13.3, Synergy_HSA=-12.5. (4) Drug 1: CN1C(=O)N2C=NC(=C2N=N1)C(=O)N. Drug 2: CNC(=O)C1=NC=CC(=C1)OC2=CC=C(C=C2)NC(=O)NC3=CC(=C(C=C3)Cl)C(F)(F)F. Cell line: SF-268. Synergy scores: CSS=-5.40, Synergy_ZIP=2.83, Synergy_Bliss=-0.832, Synergy_Loewe=-3.18, Synergy_HSA=-4.52.